From a dataset of Full USPTO retrosynthesis dataset with 1.9M reactions from patents (1976-2016). Predict the reactants needed to synthesize the given product. (1) Given the product [CH3:9][C:10]1([CH3:11])[CH:12]2[C:3]3([CH2:14][CH:6]1[CH2:5][CH2:4]3)[C:2]([CH3:15])([CH3:1])[CH2:8][CH2:7][C:13]2=[O:18], predict the reactants needed to synthesize it. The reactants are: [CH3:1][C:2]1([CH3:15])[CH:8]2[CH:9]3[CH2:12][CH2:13][CH:7]2[C:6]([CH3:14])([C:10]3=[CH2:11])[CH2:5][CH2:4][CH2:3]1.C(O)(=[O:18])C. (2) Given the product [NH:21]1[C:20]2[C:15](=[N:16][CH:17]=[CH:18][CH:19]=2)[CH:6]=[C:2]1[C:3]([OH:5])=[O:4], predict the reactants needed to synthesize it. The reactants are: O=[C:2]([CH3:6])[C:3]([OH:5])=[O:4].C(N(CC)CC)C.Br[C:15]1[C:20]([NH2:21])=[CH:19][CH:18]=[CH:17][N:16]=1.C1(P(C2C=CC=CC=2)C2C=CC=CC=2)C=CC=CC=1. (3) Given the product [F:1][C:2]([F:7])([F:6])[C:3]([OH:5])=[O:4].[F:8][C:9]([F:14])([F:13])[C:10]([OH:12])=[O:11].[Cl:22][C:23]1[CH:24]=[N:25][C:26]2[NH:27][C:28]3[CH:29]=[N:30][CH:31]=[C:32]([CH:54]=3)[CH2:33][CH2:34][C:35]3[CH:43]=[C:39]([NH:40][C:41]=1[N:42]=2)[CH:38]=[CH:37][C:36]=3[NH:44][C:45](=[O:53])[CH2:46][CH:47]1[CH2:52][CH2:51][N:50]([S:60]([C:56]2[O:55][CH:59]=[CH:58][CH:57]=2)(=[O:62])=[O:61])[CH2:49][CH2:48]1, predict the reactants needed to synthesize it. The reactants are: [F:1][C:2]([F:7])([F:6])[C:3]([OH:5])=[O:4].[F:8][C:9]([F:14])([F:13])[C:10]([OH:12])=[O:11].FC(F)(F)C(O)=O.[Cl:22][C:23]1[CH:24]=[N:25][C:26]2[NH:27][C:28]3[CH:29]=[N:30][CH:31]=[C:32]([CH:54]=3)[CH2:33][CH2:34][C:35]3[CH:43]=[C:39]([NH:40][C:41]=1[N:42]=2)[CH:38]=[CH:37][C:36]=3[NH:44][C:45](=[O:53])[CH2:46][CH:47]1[CH2:52][CH2:51][NH:50][CH2:49][CH2:48]1.[O:55]1[CH:59]=[CH:58][CH:57]=[C:56]1[S:60](Cl)(=[O:62])=[O:61]. (4) Given the product [CH:1]1([NH:7][C:8]2[C:13]([C:14]([N:24]([O:25][CH3:26])[CH3:23])=[O:15])=[CH:12][N:11]=[C:10]3[N:17]([CH2:20][CH3:21])[N:18]=[CH:19][C:9]=23)[CH2:2][CH2:3][CH2:4][CH2:5][CH2:6]1, predict the reactants needed to synthesize it. The reactants are: [CH:1]1([NH:7][C:8]2[C:13]([C:14](O)=[O:15])=[CH:12][N:11]=[C:10]3[N:17]([CH2:20][CH3:21])[N:18]=[CH:19][C:9]=23)[CH2:6][CH2:5][CH2:4][CH2:3][CH2:2]1.Cl.[CH3:23][NH:24][O:25][CH3:26].OC1C2N=NNC=2C=CC=1.CN1CCOCC1.Cl.C(N=C=NCCCN(C)C)C. (5) Given the product [Cl:1][C:2]1[CH:7]=[CH:6][C:5]([C:8]2[N:9]=[C:10]3[CH:15]=[CH:14][CH:13]=[CH:12][N:11]3[C:16]=2[CH2:17][C:18]2[CH:19]=[C:20]([Cl:27])[N:21]=[CH:22][N:23]=2)=[CH:4][CH:3]=1, predict the reactants needed to synthesize it. The reactants are: [Cl:1][C:2]1[CH:7]=[CH:6][C:5]([C:8]2[N:9]=[C:10]3[CH:15]=[CH:14][CH:13]=[CH:12][N:11]3[C:16]=2[CH2:17][C:18]2[N:23]=[CH:22][N:21]=[C:20](O)[CH:19]=2)=[CH:4][CH:3]=1.O=P(Cl)(Cl)[Cl:27]. (6) Given the product [Br:1][C:2]1[CH:3]=[C:4]([N:8]2[C:9]3=[N:10][CH:11]=[CH:12][CH:13]=[C:14]3[N:15]=[N:16]2)[CH:5]=[CH:6][CH:7]=1, predict the reactants needed to synthesize it. The reactants are: [Br:1][C:2]1[CH:3]=[C:4]([NH:8][C:9]2[C:14]([NH2:15])=[CH:13][CH:12]=[CH:11][N:10]=2)[CH:5]=[CH:6][CH:7]=1.[N+:16]([O-])([O-])=O.[Na+]. (7) Given the product [OH:52][CH2:51][C@H:35]1[C@@H:34]([NH:33][C:31](=[O:32])[CH2:30][NH:29][C:6](=[O:8])[C:5]2[CH:9]=[CH:10][CH:11]=[C:3]([C:2]([F:1])([F:13])[F:12])[CH:4]=2)[CH2:39][CH2:38][C@@H:37]([N:40]([CH:48]([CH3:50])[CH3:49])[C:41](=[O:47])[O:42][C:43]([CH3:44])([CH3:45])[CH3:46])[CH2:36]1, predict the reactants needed to synthesize it. The reactants are: [F:1][C:2]([F:13])([F:12])[C:3]1[CH:4]=[C:5]([CH:9]=[CH:10][CH:11]=1)[C:6]([OH:8])=O.CN1CCOCC1.ClC(OCC(C)C)=O.[NH2:29][CH2:30][C:31]([NH:33][C@H:34]1[CH2:39][CH2:38][C@@H:37]([N:40]([CH:48]([CH3:50])[CH3:49])[C:41](=[O:47])[O:42][C:43]([CH3:46])([CH3:45])[CH3:44])[CH2:36][C@H:35]1[CH2:51][OH:52])=[O:32].